Dataset: Experimentally validated miRNA-target interactions with 360,000+ pairs, plus equal number of negative samples. Task: Binary Classification. Given a miRNA mature sequence and a target amino acid sequence, predict their likelihood of interaction. (1) The miRNA is hsa-let-7e-5p with sequence UGAGGUAGGAGGUUGUAUAGUU. The protein sequence of the target gene is MSDRSGPTAKGKDGKKYSSLNLFDTYKGKSLEIQKPAVAPRHGLQSLGKVAIARRMPPPANLPSLKAENKGNDPNVSLVPKDGTGWASKQEQSDPKSSDASTAQPPESQPLPASQTPASNQPKRPPAAPENTPLVPSGVKSWAQASVTHGAHGDGGRASSLLSRFSREEFPTLQAAGDQDKAAKERESAEQSSGPGPSLRPQNSTTWRDGGGRGPDELEGPDSKLHHGHDPRGGLQPSGPPQFPPYRGMMPPFMYPPYLPFPPPYGPQGPYRYPTPDGPSRFPRVAGPRGSGPPMRLVEP.... Result: 1 (interaction). (2) The miRNA is mmu-miR-28a-5p with sequence AAGGAGCUCACAGUCUAUUGAG. The protein sequence of the target gene is MGCCGCSGGCGSGCGGCGSGCGGCGSSCCVPICCCKPVCCCVPACSCTSCGSCGGSKGCCGSCGGSKGGCGSCGGSKGGCGSCGCSQCSCCKPCYCSSGCGSSCCQSSCCKPCCSQASCCVPICCQCKI. Result: 0 (no interaction).